From a dataset of Catalyst prediction with 721,799 reactions and 888 catalyst types from USPTO. Predict which catalyst facilitates the given reaction. Reactant: [S:1]1[C:5]([CH:6]=O)=[CH:4][N:3]=[CH:2]1.[NH:8]1[CH:12]=[CH:11][CH:10]=[CH:9]1. Product: [S:1]1[C:5]([C:6]2[C:12]3[NH:8][C:9]([C:6]([C:5]4[S:1][CH:2]=[N:3][CH:4]=4)=[C:9]4[N:8]=[C:12]([C:6]([C:5]5[S:1][CH:2]=[N:3][CH:4]=5)=[C:9]5[NH:8][C:12](=[C:6]([C:5]6[S:1][CH:2]=[N:3][CH:4]=6)[C:9]6[CH:10]=[CH:11][C:12]=2[N:8]=6)[CH:11]=[CH:10]5)[CH:11]=[CH:10]4)=[CH:10][CH:11]=3)=[CH:4][N:3]=[CH:2]1. The catalyst class is: 796.